From a dataset of Catalyst prediction with 721,799 reactions and 888 catalyst types from USPTO. Predict which catalyst facilitates the given reaction. Reactant: C([O:3][C:4]([C@@H:6]1[CH2:10][CH2:9][CH2:8][C@@H:7]1[C:11]1[CH:12]=[C:13]2[C:17](=[CH:18][CH:19]=1)[NH:16][CH:15]=[C:14]2[C:20]#[N:21])=[O:5])C.O.[OH-].[Li+].CO. Product: [C:20]([C:14]1[C:13]2[C:17](=[CH:18][CH:19]=[C:11]([C@@H:7]3[CH2:8][CH2:9][CH2:10][C@H:6]3[C:4]([OH:5])=[O:3])[CH:12]=2)[NH:16][CH:15]=1)#[N:21]. The catalyst class is: 6.